This data is from Forward reaction prediction with 1.9M reactions from USPTO patents (1976-2016). The task is: Predict the product of the given reaction. (1) Given the reactants [Cl:1][C:2]1[N:3]=[C:4]([NH:19][C:20]2[CH:25]=[C:24]([CH3:26])[CH:23]=[CH:22][N:21]=2)[C:5]2[N:10]([CH2:11][CH2:12][O:13][CH2:14][CH3:15])[N:9]=[C:8]([C:16](O)=[O:17])[C:6]=2[N:7]=1.[CH3:27][S:28]([NH2:31])(=[O:30])=[O:29].Cl.CN(C)CCCN=C=NCC, predict the reaction product. The product is: [Cl:1][C:2]1[N:3]=[C:4]([NH:19][C:20]2[CH:25]=[C:24]([CH3:26])[CH:23]=[CH:22][N:21]=2)[C:5]2[N:10]([CH2:11][CH2:12][O:13][CH2:14][CH3:15])[N:9]=[C:8]([C:16]([NH:31][S:28]([CH3:27])(=[O:30])=[O:29])=[O:17])[C:6]=2[N:7]=1. (2) Given the reactants [F:1][C:2]([F:23])([F:22])[C@@H:3]([OH:21])[CH2:4][N:5]1[CH2:10][CH2:9][CH2:8][CH:7]([C:11]2[CH:12]=[N:13][C:14]([C:17]([F:20])([F:19])[F:18])=[CH:15][CH:16]=2)[CH2:6]1.[Cl:24][C:25]1[CH:30]=[CH:29][C:28]([N:31]=[C:32]=[O:33])=[CH:27][CH:26]=1.C(#N)C.Cl, predict the reaction product. The product is: [ClH:24].[F:23][C:2]([F:1])([F:22])[C@@H:3]([O:21][C:32](=[O:33])[NH:31][C:28]1[CH:29]=[CH:30][C:25]([Cl:24])=[CH:26][CH:27]=1)[CH2:4][N:5]1[CH2:10][CH2:9][CH2:8][CH:7]([C:11]2[CH:12]=[N:13][C:14]([C:17]([F:18])([F:19])[F:20])=[CH:15][CH:16]=2)[CH2:6]1. (3) Given the reactants [CH3:1][O:2][CH2:3][C@H:4]([OH:12])[CH2:5][CH:6]([CH3:11])[CH2:7][CH2:8][CH:9]=[CH2:10].N1C=CC=CC=1.[C:19]1([CH3:29])[CH:24]=[CH:23][C:22]([S:25](Cl)(=[O:27])=[O:26])=[CH:21][CH:20]=1, predict the reaction product. The product is: [CH3:29][C:19]1[CH:24]=[CH:23][C:22]([S:25]([O:12][C@H:4]([CH2:5][CH:6]([CH3:11])[CH2:7][CH2:8][CH:9]=[CH2:10])[CH2:3][O:2][CH3:1])(=[O:27])=[O:26])=[CH:21][CH:20]=1.